From a dataset of Catalyst prediction with 721,799 reactions and 888 catalyst types from USPTO. Predict which catalyst facilitates the given reaction. (1) Reactant: [OH:1][C:2]1[CH:11]=[CH:10][C:5]2[C:6](=[O:9])[CH2:7][O:8][C:4]=2[C:3]=1[CH2:12][N:13]1[CH2:19][CH2:18][CH2:17][N:16]([C:20]([O:22][C:23]([CH3:26])([CH3:25])[CH3:24])=[O:21])[CH2:15][CH2:14]1.[NH:27]1[C:35]2[C:30](=[CH:31][CH:32]=[CH:33][CH:34]=2)[C:29]([CH:36]=O)=[CH:28]1.N1CCCCC1. Product: [NH:27]1[C:35]2[C:30](=[CH:31][CH:32]=[CH:33][CH:34]=2)[C:29](/[CH:36]=[C:7]2\[O:8][C:4]3[C:3]([CH2:12][N:13]4[CH2:19][CH2:18][CH2:17][N:16]([C:20]([O:22][C:23]([CH3:26])([CH3:25])[CH3:24])=[O:21])[CH2:15][CH2:14]4)=[C:2]([OH:1])[CH:11]=[CH:10][C:5]=3[C:6]\2=[O:9])=[CH:28]1. The catalyst class is: 5. (2) Reactant: [Cl:1][C:2]1[C:10]([CH3:11])=[N:9][C:8]2[N:4]([N:5]=[C:6]3[CH2:14][N:13]([C:15]([C:17]4[CH:22]=[CH:21][C:20]([F:23])=[CH:19][C:18]=4[O:24][C@@H:25]4[CH2:29][CH2:28][NH:27][CH2:26]4)=[O:16])[CH2:12][C:7]3=2)[C:3]=1[CH3:30].[O:31]1[CH2:34][C:33](=O)[CH2:32]1.C(O[BH-](OC(=O)C)OC(=O)C)(=O)C.[Na+]. Product: [Cl:1][C:2]1[C:10]([CH3:11])=[N:9][C:8]2[N:4]([N:5]=[C:6]3[CH2:14][N:13]([C:15]([C:17]4[CH:22]=[CH:21][C:20]([F:23])=[CH:19][C:18]=4[O:24][C@@H:25]4[CH2:29][CH2:28][N:27]([CH:33]5[CH2:34][O:31][CH2:32]5)[CH2:26]4)=[O:16])[CH2:12][C:7]3=2)[C:3]=1[CH3:30]. The catalyst class is: 279. (3) Reactant: [Cl:1][C:2]1[CH:11]=[C:10]2[C:5]([CH2:6][CH2:7][N:8]([C:23]([O:25][C:26]([CH3:29])([CH3:28])[CH3:27])=[O:24])[CH:9]2[C:12]2[CH:16]=[C:15]([CH:17]3OCC[O:18]3)[S:14][C:13]=2[CH3:22])=[CH:4][CH:3]=1.Cl. Product: [Cl:1][C:2]1[CH:11]=[C:10]2[C:5]([CH2:6][CH2:7][N:8]([C:23]([O:25][C:26]([CH3:29])([CH3:28])[CH3:27])=[O:24])[CH:9]2[C:12]2[CH:16]=[C:15]([CH:17]=[O:18])[S:14][C:13]=2[CH3:22])=[CH:4][CH:3]=1. The catalyst class is: 24.